This data is from Forward reaction prediction with 1.9M reactions from USPTO patents (1976-2016). The task is: Predict the product of the given reaction. Given the reactants C(OC([N:8]1[CH2:12][CH2:11][CH:10]([O:13][C:14]2[CH:37]=[CH:36][C:17]([O:18][CH2:19][C:20]3[N:24]([CH2:25][CH2:26][O:27][CH3:28])[C:23]4[CH:29]=[CH:30][C:31]([C:33]([NH2:35])=[NH:34])=[CH:32][C:22]=4[N:21]=3)=[CH:16][CH:15]=2)[CH2:9]1)=O)(C)(C)C.FC(F)(F)C(O)=O.C(Cl)(Cl)[Cl:46], predict the reaction product. The product is: [ClH:46].[ClH:46].[NH:8]1[CH2:12][CH2:11][CH:10]([O:13][C:14]2[CH:15]=[CH:16][C:17]([O:18][CH2:19][C:20]3[N:24]([CH2:25][CH2:26][O:27][CH3:28])[C:23]4[CH:29]=[CH:30][C:31]([C:33]([NH2:35])=[NH:34])=[CH:32][C:22]=4[N:21]=3)=[CH:36][CH:37]=2)[CH2:9]1.